From a dataset of Catalyst prediction with 721,799 reactions and 888 catalyst types from USPTO. Predict which catalyst facilitates the given reaction. Reactant: [F:1][C:2]([F:25])([F:24])[C:3]1[CH:23]=[CH:22][C:6]([CH2:7][O:8][N:9]=[C:10]([C:12]2[CH:17]=[CH:16][C:15]([O:18][CH2:19][C:20]#[CH:21])=[CH:14][CH:13]=2)[CH3:11])=[CH:5][CH:4]=1.CO.C[Si]([N:32]=[N+:33]=[N-:34])(C)C.O. Product: [F:1][C:2]([F:24])([F:25])[C:3]1[CH:23]=[CH:22][C:6]([CH2:7][O:8][N:9]=[C:10]([C:12]2[CH:17]=[CH:16][C:15]([O:18][CH2:19][C:20]3[NH:34][N:33]=[N:32][CH:21]=3)=[CH:14][CH:13]=2)[CH3:11])=[CH:5][CH:4]=1. The catalyst class is: 3.